This data is from Forward reaction prediction with 1.9M reactions from USPTO patents (1976-2016). The task is: Predict the product of the given reaction. (1) Given the reactants [CH3:1][N:2]1[C:10]2[C:5](=[CH:6][C:7]([CH:11]([OH:13])[CH3:12])=[CH:8][CH:9]=2)[CH:4]=[N:3]1.CC(OI1(OC(C)=O)(OC(C)=O)OC(=O)C2C=CC=CC1=2)=O, predict the reaction product. The product is: [CH3:1][N:2]1[C:10]2[C:5](=[CH:6][C:7]([C:11](=[O:13])[CH3:12])=[CH:8][CH:9]=2)[CH:4]=[N:3]1. (2) Given the reactants [OH:1][CH2:2][CH2:3][CH2:4][O:5][C:6]1[CH:11]=[CH:10][C:9]([CH2:12][C@H:13]([O:17][CH3:18])[C:14]([OH:16])=[O:15])=[CH:8][CH:7]=1.[CH:19]1[CH:20]=[CH:21][C:22]([CH2:25][C:26]2[CH:27]=[CH:28][C:29](O)=[CH:30][CH:31]=2)=[CH:23][CH:24]=1, predict the reaction product. The product is: [CH2:25]([C:22]1[CH:23]=[CH:24][C:19]([O:1][CH2:2][CH2:3][CH2:4][O:5][C:6]2[CH:11]=[CH:10][C:9]([CH2:12][C@H:13]([O:17][CH3:18])[C:14]([OH:16])=[O:15])=[CH:8][CH:7]=2)=[CH:20][CH:21]=1)[C:26]1[CH:27]=[CH:28][CH:29]=[CH:30][CH:31]=1. (3) The product is: [ClH:1].[F:13][C:10]1[CH:11]=[CH:12][C:7]([C:6]([N:5]([C:15]2[CH:20]=[CH:19][C:18]([O:21][CH3:22])=[CH:17][CH:16]=2)[NH2:4])=[O:14])=[CH:8][CH:9]=1. Given the reactants [ClH:1].C(=[N:4][N:5]([C:15]1[CH:20]=[CH:19][C:18]([O:21][CH3:22])=[CH:17][CH:16]=1)[C:6](=[O:14])[C:7]1[CH:12]=[CH:11][C:10]([F:13])=[CH:9][CH:8]=1)C, predict the reaction product. (4) Given the reactants [Cl:1][C:2]1[CH:3]=[C:4]([N:8]2[N:12]=[N:11][C:10]([CH:13](OS(C)(=O)=O)[CH3:14])=[N:9]2)[CH:5]=[CH:6][CH:7]=1.C(=O)([O-])[O-].[K+].[K+].[CH2:26]([O:28][C:29]([N:31]1[CH2:36][CH2:35][NH:34][CH2:33][CH2:32]1)=[O:30])[CH3:27], predict the reaction product. The product is: [Cl:1][C:2]1[CH:3]=[C:4]([N:8]2[N:12]=[N:11][C:10]([CH:13]([N:34]3[CH2:33][CH2:32][N:31]([C:29]([O:28][CH2:26][CH3:27])=[O:30])[CH2:36][CH2:35]3)[CH3:14])=[N:9]2)[CH:5]=[CH:6][CH:7]=1. (5) Given the reactants [CH2:1]([O:3][C:4](=[O:25])[CH2:5][CH:6]1[O:10][B:9]([OH:11])[C:8]2[CH:12]=[C:13]([O:17][C:18]3[CH:23]=[CH:22][N:21]=[C:20](Cl)[N:19]=3)[CH:14]=[C:15]([CH3:16])[C:7]1=2)[CH3:2].[C:26]([O:30][C:31](=[O:37])[NH:32][CH2:33][CH2:34][CH2:35][OH:36])([CH3:29])([CH3:28])[CH3:27].[H-].[Na+].[NH4+].[Cl-].Cl, predict the reaction product. The product is: [CH2:1]([O:3][C:4](=[O:25])[CH2:5][CH:6]1[O:10][B:9]([OH:11])[C:8]2[CH:12]=[C:13]([O:17][C:18]3[CH:23]=[CH:22][N:21]=[C:20]([O:36][CH2:35][CH2:34][CH2:33][NH:32][C:31]([O:30][C:26]([CH3:29])([CH3:28])[CH3:27])=[O:37])[N:19]=3)[CH:14]=[C:15]([CH3:16])[C:7]1=2)[CH3:2].